This data is from Reaction yield outcomes from USPTO patents with 853,638 reactions. The task is: Predict the reaction yield, written as a fraction of the theoretical maximum amount of product (1.0 means a 100% yield; for example, 0.34 means a 34% yield). (1) The reactants are Br[C:2]1[C:3]([NH2:9])=[N:4][CH:5]=[C:6]([Br:8])[N:7]=1.C(N(C(C)C)CC)(C)C.[CH3:19][Si:20]([C:23]#[CH:24])([CH3:22])[CH3:21]. The catalyst is CN(C=O)C.[Cu]I.[Pd].C1(P(C2C=CC=CC=2)C2C=CC=CC=2)C=CC=CC=1.C1(P(C2C=CC=CC=2)C2C=CC=CC=2)C=CC=CC=1.C1(P(C2C=CC=CC=2)C2C=CC=CC=2)C=CC=CC=1.C1(P(C2C=CC=CC=2)C2C=CC=CC=2)C=CC=CC=1. The product is [Br:8][C:6]1[N:7]=[C:2]([C:24]#[C:23][Si:20]([CH3:22])([CH3:21])[CH3:19])[C:3]([NH2:9])=[N:4][CH:5]=1. The yield is 0.470. (2) The reactants are [NH2:1][C:2]1[NH:6][N:5]=[CH:4][C:3]=1[C:7]#[N:8].[F:9][C:10]1[CH:17]=[CH:16][C:13]([CH:14]=O)=[C:12]([O:18][CH3:19])[CH:11]=1.[N:20]#[C-:21].[CH2:22]1[CH2:26][CH2:25][CH2:24][CH2:23]1.Cl(O)(=O)(=O)=O. The catalyst is CO. The product is [CH:22]1([NH:20][C:21]2[N:6]3[N:5]=[CH:4][C:3]([C:7]#[N:8])=[C:2]3[NH:1][C:14]=2[C:13]2[CH:16]=[CH:17][C:10]([F:9])=[CH:11][C:12]=2[O:18][CH3:19])[CH2:26][CH2:25][CH2:24][CH2:23]1. The yield is 0.330. (3) The reactants are [Cl:1][C:2]1[CH:3]=[C:4]2[C:8](=[C:9]([F:11])[CH:10]=1)[N:7]([CH2:12][CH2:13][S:14]([CH3:17])(=[O:16])=[O:15])[C:6]([CH2:18]Cl)=[CH:5]2.[CH3:20][S:21]([C:24]1[C:32]2[C:27](=[CH:28][N:29]=[CH:30][CH:31]=2)[NH:26][N:25]=1)(=[O:23])=[O:22].C([O-])([O-])=O.[K+].[K+]. The catalyst is CN(C=O)C. The product is [Cl:1][C:2]1[CH:3]=[C:4]2[C:8](=[C:9]([F:11])[CH:10]=1)[N:7]([CH2:12][CH2:13][S:14]([CH3:17])(=[O:16])=[O:15])[C:6]([CH2:18][N:26]1[C:27]3=[CH:28][N:29]=[CH:30][CH:31]=[C:32]3[C:24]([S:21]([CH3:20])(=[O:22])=[O:23])=[N:25]1)=[CH:5]2. The yield is 0.110.